Dataset: Peptide-MHC class I binding affinity with 185,985 pairs from IEDB/IMGT. Task: Regression. Given a peptide amino acid sequence and an MHC pseudo amino acid sequence, predict their binding affinity value. This is MHC class I binding data. (1) The peptide sequence is RQAELSKAY. The MHC is HLA-A26:01 with pseudo-sequence HLA-A26:01. The binding affinity (normalized) is 0.0847. (2) The peptide sequence is EIIFYHPTF. The MHC is HLA-B08:02 with pseudo-sequence HLA-B08:02. The binding affinity (normalized) is 0.0847. (3) The peptide sequence is VGEEFFHQY. The MHC is HLA-A26:01 with pseudo-sequence HLA-A26:01. The binding affinity (normalized) is 0.